From a dataset of Peptide-MHC class I binding affinity with 185,985 pairs from IEDB/IMGT. Regression. Given a peptide amino acid sequence and an MHC pseudo amino acid sequence, predict their binding affinity value. This is MHC class I binding data. (1) The peptide sequence is LPPVVPPLI. The MHC is HLA-A02:11 with pseudo-sequence HLA-A02:11. The binding affinity (normalized) is 0.0847. (2) The peptide sequence is IPQSLDSYWTSL. The MHC is Mamu-B08 with pseudo-sequence Mamu-B08. The binding affinity (normalized) is 0. (3) The peptide sequence is LMYDIINSV. The MHC is HLA-B54:01 with pseudo-sequence HLA-B54:01. The binding affinity (normalized) is 0.487. (4) The peptide sequence is GGINENGTEI. The MHC is H-2-Kb with pseudo-sequence H-2-Kb. The binding affinity (normalized) is 0. (5) The peptide sequence is FQWSDDPFI. The MHC is HLA-A02:06 with pseudo-sequence HLA-A02:06. The binding affinity (normalized) is 1.00. (6) The peptide sequence is NLYKVYNGI. The MHC is HLA-A68:02 with pseudo-sequence HLA-A68:02. The binding affinity (normalized) is 0.318. (7) The peptide sequence is YLHRDIFDI. The MHC is HLA-A02:06 with pseudo-sequence HLA-A02:06. The binding affinity (normalized) is 1.00. (8) The peptide sequence is IFDDLQGSL. The MHC is HLA-B15:09 with pseudo-sequence HLA-B15:09. The binding affinity (normalized) is 0.0847. (9) The MHC is HLA-B18:01 with pseudo-sequence HLA-B18:01. The binding affinity (normalized) is 0.0847. The peptide sequence is SYIRYFTVF.